Dataset: Experimentally validated miRNA-target interactions with 360,000+ pairs, plus equal number of negative samples. Task: Binary Classification. Given a miRNA mature sequence and a target amino acid sequence, predict their likelihood of interaction. (1) The miRNA is mmu-miR-337-3p with sequence UCAGCUCCUAUAUGAUGCCUUU. The protein sequence of the target gene is MARRTEPPDGGWGWVVVLSAFFQSALVFGVLRSFGVFFVEFVAAFEEQAARVSWIASIGIAVQQFGSPVGSALSTKFGPRPVVMTGGILAALGMLLASFATSLTHLYLSIGLLSGSGWALTFAPTLACLSCYFSRRRSLATGLALTGVGLSSFTFAPFFQWLLSHYAWRGSLLLVSALSLHLVACGALLRPPSLAEDPAVGGPRAQLTSLLHHGPFLRYTVALTLINTGYFIPYLHLVAHLQDLDWDPLPAAFLLSVVAISDLVGRVVSGWLGDAVPGPVTRLLMLWTTLTGVSLALFPV.... Result: 0 (no interaction). (2) The miRNA is hsa-miR-5197-3p with sequence AAGAAGAGACUGAGUCAUCGAAU. The protein sequence of the target gene is MSDVEENNFEGRESRSQSKSPTGTPARVKSESRSGSRSPSRVSKHSESHSRSRSKSRSRSRRHSHRRYTRSRSHSHSHRRRSRSRSYTPEYRRRRSRSHSPMSNRRRHTGSRANPDPNTCLGVFGLSLYTTERDLREVFSRYGPLSGVNVVYDQRTGRSRGFAFVYFERIDDSKEAMERANGMELDGRRIRVDYSITKRAHTPTPGIYMGRPTHSGGGGGGGGGGGGGGGGRRRDSYYDRGYDRGYDRYEDYDYRYRRRSPSPYYSRYRSRSRSRSYSPRRY. Result: 0 (no interaction). (3) The miRNA is hsa-miR-3714 with sequence GAAGGCAGCAGUGCUCCCCUGU. The protein sequence of the target gene is MEFLLGNPFSTPVGQCLEKATDGSLQSEDWTLNMEICDIINETEEGPKDAIRALKKRLNGNRNYREVMLALTVLETCVKNCGHRFHILVANRDFIDSVLVKIISPKNNPPTIVQDKVLALIQAWADAFRSSPDLTGVVHIYEELKRKGVEFPMADLDALSPIHTPQRSVPEVDPAATMPRSQSQQRTSAGSYSSPPPAPYSAPQAPALSVTGPITANSEQIARLRSELDVVRGNTKVMSEMLTEMVPGQEDSSDLELLQELNRTCRAMQQRIVELISRVSNEEVTEELLHVNDDLNNVFL.... Result: 1 (interaction). (4) The protein sequence of the target gene is MDQRPELLSSMEYVASPDPKPGVPLRVAENVAPGAEDWLPSASGHLAWATSLETEHQTHLELSEEQRLQISKELVDLQIATHHLREQHEAEVFELRREILRLESRVLELELHGNGACQGHKVQPMANLGQHQVPPLEPPGGQQKLQEELKWLLEHHRARQQALETQVGVLSQQLQGAREEARTTGQQLASQAMVLASCKGQLRQAEAENTQLQLQLKKMNEEYAVRLQHYARETVENASSTNQAALQAFLESTLQDIRAAHRTREQQLAQAARTYRKRLADLNQRQELLLTTCRATFATA.... Result: 1 (interaction). The miRNA is mmu-miR-3064-5p with sequence UCUGGCUGUUGUGGUGUGCAAA.